From a dataset of Reaction yield outcomes from USPTO patents with 853,638 reactions. Predict the reaction yield, written as a fraction of the theoretical maximum amount of product (1.0 means a 100% yield; for example, 0.34 means a 34% yield). (1) The reactants are Cl[C:2]1[N:7]=[CH:6][C:5]2[CH:8]=[N:9][N:10]([C:11]3[N:16]=[C:15]([N:17]4[CH2:23][CH2:22][CH2:21][N:20]([C:24]([O:26][C:27]([CH3:30])([CH3:29])[CH3:28])=[O:25])[CH2:19][CH2:18]4)[CH:14]=[CH:13][CH:12]=3)[C:4]=2[CH:3]=1.CC1(C)C(C)(C)OB([C:39]2[CH:40]=[N:41][NH:42][CH:43]=2)O1.C([O-])([O-])=O.[Na+].[Na+]. The catalyst is O1CCOCC1.C1C=CC(P(C2C=CC=CC=2)[C-]2C=CC=C2)=CC=1.C1C=CC(P(C2C=CC=CC=2)[C-]2C=CC=C2)=CC=1.Cl[Pd]Cl.[Fe+2]. The product is [NH:41]1[CH:40]=[C:39]([C:2]2[N:7]=[CH:6][C:5]3[CH:8]=[N:9][N:10]([C:11]4[N:16]=[C:15]([N:17]5[CH2:23][CH2:22][CH2:21][N:20]([C:24]([O:26][C:27]([CH3:29])([CH3:30])[CH3:28])=[O:25])[CH2:19][CH2:18]5)[CH:14]=[CH:13][CH:12]=4)[C:4]=3[CH:3]=2)[CH:43]=[N:42]1. The yield is 0.670. (2) The reactants are [NH2:1][CH2:2][C:3]1[CH:8]=[N:7][CH:6]=[CH:5][N:4]=1.[C:9]([O:13][C:14](O[C:14]([O:13][C:9]([CH3:12])([CH3:11])[CH3:10])=[O:15])=[O:15])([CH3:12])([CH3:11])[CH3:10]. The catalyst is C(O)(C)C. The product is [C:9]([O:13][C:14](=[O:15])[NH:1][CH2:2][C:3]1[CH:8]=[N:7][CH:6]=[CH:5][N:4]=1)([CH3:12])([CH3:11])[CH3:10]. The yield is 1.00.